This data is from Full USPTO retrosynthesis dataset with 1.9M reactions from patents (1976-2016). The task is: Predict the reactants needed to synthesize the given product. (1) The reactants are: O1C2C=CC=CC=2N=C1N[C@H]1CCC[C@@H]1NC(=O)C1C=CC=CC=1N1N=CC=N1.Cl.[NH2:31][C@H:32]1[CH2:36][CH2:35][CH2:34][C@@H:33]1[NH:37][C:38](=[O:50])[C:39]1[CH:44]=[CH:43][CH:42]=[CH:41][C:40]=1[N:45]1[N:49]=[CH:48][CH:47]=[N:46]1.Cl[C:52]1[S:53][C:54]2[CH:55]=[N:56][CH:57]=[C:58]([Cl:61])[C:59]=2[N:60]=1. Given the product [Cl:61][C:58]1[C:59]2[N:60]=[C:52]([NH:31][C@H:32]3[CH2:36][CH2:35][CH2:34][C@@H:33]3[NH:37][C:38](=[O:50])[C:39]3[CH:44]=[CH:43][CH:42]=[CH:41][C:40]=3[N:45]3[N:46]=[CH:47][CH:48]=[N:49]3)[S:53][C:54]=2[CH:55]=[N:56][CH:57]=1, predict the reactants needed to synthesize it. (2) Given the product [CH3:143][C:142]([CH3:145])([CH3:144])[C@H:91]([NH:90][C:88](=[O:89])[O:87][CH2:86][CH:84]1[C:85]2[CH:73]=[CH:74][CH:75]=[CH:76][C:77]=2[C:78]2[C:83]1=[CH:82][CH:81]=[CH:80][CH:79]=2)[C:92](=[O:93])[N:94]1[CH2:95][C@@H:96]([C:112]2[CH:121]=[C:120]3[C:115]([CH2:116][C@@H:117]([C:129](=[O:141])[NH:130][C@H:131]4[C:140]5[C:135](=[CH:136][CH:137]=[CH:138][CH:139]=5)[CH2:134][CH2:133][CH2:132]4)[NH:118][CH2:119]3)=[CH:114][CH:113]=2)[CH2:97][C@H:98]1[C:99](=[O:111])[NH:100][C@H:101]1[C:110]2[C:105](=[CH:106][CH:107]=[CH:108][CH:109]=2)[CH2:104][CH2:103][CH2:102]1, predict the reactants needed to synthesize it. The reactants are: CC(C)(C)[C@H](NC(=O)[C@@H](NC)C)C(N1[C@H](C(N[C@H]2C3C(=CC=CC=3)CCC2)=O)CC2C(=CC(C(N[C@H]3C[C@@H](C(=O)N[C@H]4C5C(=CC=CC=5)CCC4)N(C(=O)[C@@H](NC(=O)[C@@H](NC)C)C(C)(C)C)C3)=O)=CC=2)C1)=O.[CH:73]1[C:85]2[CH:84]([CH2:86][O:87][C:88]([NH:90][C@@H:91]([C:142]([CH3:145])([CH3:144])[CH3:143])[C:92]([N:94]3[C@H:98]([C:99](=[O:111])[NH:100][C@H:101]4[C:110]5[C:105](=[CH:106][CH:107]=[CH:108][CH:109]=5)[CH2:104][CH2:103][CH2:102]4)[CH2:97][C@H:96]([C:112]4[CH:121]=[C:120]5[C:115]([CH2:116][C@@H:117]([C:129](=[O:141])[NH:130][C@H:131]6[C:140]7[C:135](=[CH:136][CH:137]=[CH:138][CH:139]=7)[CH2:134][CH2:133][CH2:132]6)[N:118](C(OC(C)(C)C)=O)[CH2:119]5)=[CH:114][CH:113]=4)[CH2:95]3)=[O:93])=[O:89])[C:83]3[C:78](=[CH:79][CH:80]=[CH:81][CH:82]=3)[C:77]=2[CH:76]=[CH:75][CH:74]=1. (3) Given the product [C:1]([C:5]1[CH:24]=[CH:23][C:8]([CH2:9][C:10]2[C:11]3[N:12]([CH:20]=[N:21][CH:22]=3)[CH2:13][CH2:14][CH2:15][C:16]=2[C:17]([NH:30][C:29]2[CH:31]=[CH:32][C:26]([Cl:25])=[CH:27][CH:28]=2)=[O:18])=[CH:7][CH:6]=1)([CH3:3])([CH3:4])[CH3:2], predict the reactants needed to synthesize it. The reactants are: [C:1]([C:5]1[CH:24]=[CH:23][C:8]([CH2:9][C:10]2[C:11]3[N:12]([CH:20]=[N:21][CH:22]=3)[CH2:13][CH2:14][CH2:15][C:16]=2[C:17](O)=[O:18])=[CH:7][CH:6]=1)([CH3:4])([CH3:3])[CH3:2].[Cl:25][C:26]1[CH:32]=[CH:31][C:29]([NH2:30])=[CH:28][CH:27]=1. (4) Given the product [CH:39]1([CH2:42][O:43][C:44]2[CH:52]=[CH:51][C:47]3[O:48][CH2:49][O:50][C:46]=3[C:45]=2[C:53]2[C:54]3[NH:61][CH:60]=[C:59]([C:62]([NH:1][C@@H:2]([CH2:32][C:33]4[CH:34]=[N:35][CH:36]=[CH:37][CH:38]=4)[C:3]([N:5]4[CH2:6][CH2:7][CH:8]([N:11]5[N:20]=[C:19]([C:21]6[CH:26]=[CH:25][C:24]([O:27][CH3:28])=[C:23]([O:29][CH3:30])[CH:22]=6)[C@@H:18]6[C@@H:13]([CH2:14][CH2:15][CH2:16][CH2:17]6)[C:12]5=[O:31])[CH2:9][CH2:10]4)=[O:4])=[O:63])[C:55]=3[N:56]=[CH:57][N:58]=2)[CH2:40][CH2:41]1, predict the reactants needed to synthesize it. The reactants are: [NH2:1][C@@H:2]([CH2:32][C:33]1[CH:34]=[N:35][CH:36]=[CH:37][CH:38]=1)[C:3]([N:5]1[CH2:10][CH2:9][CH:8]([N:11]2[N:20]=[C:19]([C:21]3[CH:26]=[CH:25][C:24]([O:27][CH3:28])=[C:23]([O:29][CH3:30])[CH:22]=3)[C@@H:18]3[C@@H:13]([CH2:14][CH2:15][CH2:16][CH2:17]3)[C:12]2=[O:31])[CH2:7][CH2:6]1)=[O:4].[CH:39]1([CH2:42][O:43][C:44]2[CH:52]=[CH:51][C:47]3[O:48][CH2:49][O:50][C:46]=3[C:45]=2[C:53]2[C:54]3[NH:61][CH:60]=[C:59]([C:62](O)=[O:63])[C:55]=3[N:56]=[CH:57][N:58]=2)[CH2:41][CH2:40]1.CN(C(ON1N=NC2C=CC=CC1=2)=[N+](C)C)C.F[P-](F)(F)(F)(F)F.CCN(C(C)C)C(C)C.C(=O)(O)[O-].[Na+]. (5) Given the product [N:11]1([C:2]2[C:3](=[O:9])[NH:4][CH2:5][CH2:6][CH2:7][CH:8]=2)[CH2:16][CH2:15][CH2:14][CH2:13][CH2:12]1, predict the reactants needed to synthesize it. The reactants are: Br[C:2]1(Br)[CH2:8][CH2:7][CH2:6][CH2:5][NH:4][C:3]1=[O:9].[NH:11]1[CH2:16][CH2:15][CH2:14][CH2:13][CH2:12]1. (6) Given the product [CH2:1]([O:3][C:4]([C:6]1[CH:10]=[C:9]([O:11][CH2:18][C:19]([CH3:22])([CH3:21])[CH3:20])[N:8]([CH2:12][C:13]([O:15][CH2:16][CH3:17])=[O:14])[N:7]=1)=[O:5])[CH3:2], predict the reactants needed to synthesize it. The reactants are: [CH2:1]([O:3][C:4]([C:6]1[CH:10]=[C:9]([OH:11])[N:8]([CH2:12][C:13]([O:15][CH2:16][CH3:17])=[O:14])[N:7]=1)=[O:5])[CH3:2].[CH2:18](O)[C:19]([CH3:22])([CH3:21])[CH3:20].C1(P(C2C=CC=CC=2)C2C=CC=CC=2)C=CC=CC=1.N(C(OC(C)C)=O)=NC(OC(C)C)=O. (7) Given the product [NH2:11][CH2:12][CH2:13][CH2:14][C@@H:15]([NH:18][C:19](=[O:41])[CH2:20][C@H:21]([O:33][CH2:34][C:35]1[CH:40]=[CH:39][CH:38]=[CH:37][CH:36]=1)[CH2:22][CH2:23][CH2:24][CH2:25][CH2:26][CH2:27][CH2:28][CH2:29][CH2:30][CH2:31][CH3:32])[CH2:16][OH:17], predict the reactants needed to synthesize it. The reactants are: C(OC([NH:11][CH2:12][CH2:13][CH2:14][C@@H:15]([NH:18][C:19](=[O:41])[CH2:20][C@H:21]([O:33][CH2:34][C:35]1[CH:40]=[CH:39][CH:38]=[CH:37][CH:36]=1)[CH2:22][CH2:23][CH2:24][CH2:25][CH2:26][CH2:27][CH2:28][CH2:29][CH2:30][CH2:31][CH3:32])[CH2:16][OH:17])=O)C1C=CC=CC=1.C(O)C.CCO.[H][H]. (8) Given the product [CH2:32]([N:19]([CH2:18][C:15]1[CH:16]=[CH:17][C:12]([C:9]([P:4](=[O:3])([OH:5])[OH:8])([F:11])[F:10])=[C:13]([Cl:39])[CH:14]=1)[S:20]([C:23]1[CH:28]=[CH:27][CH:26]=[CH:25][C:24]=1[C:29](=[O:31])[NH2:30])(=[O:21])=[O:22])[C:33]1[CH:38]=[CH:37][CH:36]=[CH:35][CH:34]=1, predict the reactants needed to synthesize it. The reactants are: C([O:3][P:4]([C:9]([C:12]1[CH:17]=[CH:16][C:15]([CH2:18][N:19]([CH2:32][C:33]2[CH:38]=[CH:37][CH:36]=[CH:35][CH:34]=2)[S:20]([C:23]2[CH:28]=[CH:27][CH:26]=[CH:25][C:24]=2[C:29](=[O:31])[NH2:30])(=[O:22])=[O:21])=[CH:14][C:13]=1[Cl:39])([F:11])[F:10])(=[O:8])[O:5]CC)C.C[Si](I)(C)C. (9) Given the product [C:13]([C:15]1[C:23]2[C:18](=[CH:19][CH:20]=[C:21]([CH2:24][CH2:25][NH:26][C:27](=[O:41])[C:28]3[CH:33]=[CH:32][C:31]([C:34]4[CH:39]=[CH:38][N:37]=[C:36]([NH:8][CH2:7][CH2:6][N:5]([CH2:9][CH2:10][CH2:11][CH3:12])[CH2:1][CH2:2][CH2:3][CH3:4])[N:35]=4)=[CH:30][CH:29]=3)[CH:22]=2)[NH:17][CH:16]=1)#[N:14], predict the reactants needed to synthesize it. The reactants are: [CH2:1]([N:5]([CH2:9][CH2:10][CH2:11][CH3:12])[CH2:6][CH2:7][NH2:8])[CH2:2][CH2:3][CH3:4].[C:13]([C:15]1[C:23]2[C:18](=[CH:19][CH:20]=[C:21]([CH2:24][CH2:25][NH:26][C:27](=[O:41])[C:28]3[CH:33]=[CH:32][C:31]([C:34]4[CH:39]=[CH:38][N:37]=[C:36](Cl)[N:35]=4)=[CH:30][CH:29]=3)[CH:22]=2)[NH:17][CH:16]=1)#[N:14]. (10) Given the product [CH3:31][CH:32]1[CH2:37][CH2:36][CH2:35][CH2:34][N:33]1[CH2:6][C:7]1[CH:12]=[CH:11][C:10]([CH2:13][CH2:14][NH:15][C:16]([C:18]2[CH:23]=[CH:22][C:21]([C:24]3[CH:29]=[CH:28][C:27]([Cl:30])=[CH:26][CH:25]=3)=[CH:20][CH:19]=2)=[O:17])=[CH:9][CH:8]=1, predict the reactants needed to synthesize it. The reactants are: CS(O[CH2:6][C:7]1[CH:12]=[CH:11][C:10]([CH2:13][CH2:14][NH:15][C:16]([C:18]2[CH:23]=[CH:22][C:21]([C:24]3[CH:29]=[CH:28][C:27]([Cl:30])=[CH:26][CH:25]=3)=[CH:20][CH:19]=2)=[O:17])=[CH:9][CH:8]=1)(=O)=O.[CH3:31][CH:32]1[CH2:37][CH2:36][CH2:35][CH2:34][NH:33]1.